From a dataset of Experimentally validated miRNA-target interactions with 360,000+ pairs, plus equal number of negative samples. Binary Classification. Given a miRNA mature sequence and a target amino acid sequence, predict their likelihood of interaction. The miRNA is hsa-miR-3183 with sequence GCCUCUCUCGGAGUCGCUCGGA. The protein sequence of the target gene is MPPKFDPNEVKVVYLRCTGGEVGATSALAPKIGPLGLSPKKVGDDIAKATGDWKGLRITVKLTIQNRQAQIEVVPSASALIIKALKEPPRDRKKQKNIKHSGNITFDEIVNIARQMRHRSLARELSGTIKEILGTAQSVGCNVDGRHPHDIIDDINSGAVECPAS. Result: 0 (no interaction).